This data is from Full USPTO retrosynthesis dataset with 1.9M reactions from patents (1976-2016). The task is: Predict the reactants needed to synthesize the given product. (1) Given the product [Cl:1][C:2]1[CH:7]=[CH:6][C:5]([C:8]2[N:12]([C:13]3[CH:14]=[CH:15][C:16]([O:19][CH3:20])=[CH:17][CH:18]=3)[N:11]=[C:10]([C:21]3([OH:31])[CH2:22][CH2:23][C:24](=[O:25])[CH2:29][CH2:30]3)[CH:9]=2)=[CH:4][CH:3]=1, predict the reactants needed to synthesize it. The reactants are: [Cl:1][C:2]1[CH:7]=[CH:6][C:5]([C:8]2[N:12]([C:13]3[CH:18]=[CH:17][C:16]([O:19][CH3:20])=[CH:15][CH:14]=3)[N:11]=[C:10]([C:21]3([OH:31])[CH2:30][CH2:29][C:24]4(OCC[O:25]4)[CH2:23][CH2:22]3)[CH:9]=2)=[CH:4][CH:3]=1.[OH-].[Na+]. (2) Given the product [Cl:18][C:19]1[CH:20]=[CH:21][C:22]([C:25]2[CH:30]=[CH:29][C:28]([NH:31][C:15](=[O:17])[C:14]#[C:13][C:10]3[CH:9]=[CH:8][C:7]([CH2:6][N:1]4[CH2:2][CH2:3][CH2:4][CH2:5]4)=[CH:12][CH:11]=3)=[CH:27][CH:26]=2)=[CH:23][CH:24]=1, predict the reactants needed to synthesize it. The reactants are: [N:1]1([CH2:6][C:7]2[CH:12]=[CH:11][C:10]([C:13]#[C:14][C:15]([OH:17])=O)=[CH:9][CH:8]=2)[CH2:5][CH2:4][CH2:3][CH2:2]1.[Cl:18][C:19]1[CH:24]=[CH:23][C:22]([C:25]2[CH:30]=[CH:29][C:28]([NH2:31])=[CH:27][CH:26]=2)=[CH:21][CH:20]=1.CN(C(ON1N=NC2C=CC=CC1=2)=[N+](C)C)C.[B-](F)(F)(F)F.C(N(CC)CC)C. (3) Given the product [C:17]1([C:21]2[CH:26]=[CH:25][CH:24]=[CH:23][CH:22]=2)[CH:18]=[CH:19][CH:20]=[C:15]([C:13]2[CH:14]=[C:9]([OH:8])[C:10](=[O:37])[N:11]([CH3:36])[C:12]=2[CH:27]([OH:35])[CH2:28][C:29]2[CH:34]=[CH:33][CH:32]=[CH:31][CH:30]=2)[CH:16]=1, predict the reactants needed to synthesize it. The reactants are: C([O:8][C:9]1[C:10](=[O:37])[N:11]([CH3:36])[C:12]([CH:27]([OH:35])[CH2:28][C:29]2[CH:34]=[CH:33][CH:32]=[CH:31][CH:30]=2)=[C:13]([C:15]2[CH:16]=[C:17]([C:21]3[CH:26]=[CH:25][CH:24]=[CH:23][CH:22]=3)[CH:18]=[CH:19][CH:20]=2)[CH:14]=1)C1C=CC=CC=1. (4) Given the product [C:11]([O:15][C:16](=[O:29])[CH2:17][C:18]1([N:22]2[CH2:23][CH2:24][CH:25]([NH:10][C@@H:8]3[CH2:9][C@H:7]3[C:1]3[CH:6]=[CH:5][CH:4]=[CH:3][CH:2]=3)[CH2:26][CH2:27]2)[CH2:21][CH2:20][CH2:19]1)([CH3:14])([CH3:12])[CH3:13], predict the reactants needed to synthesize it. The reactants are: [C:1]1([C@@H:7]2[CH2:9][C@H:8]2[NH2:10])[CH:6]=[CH:5][CH:4]=[CH:3][CH:2]=1.[C:11]([O:15][C:16](=[O:29])[CH2:17][C:18]1([N:22]2[CH2:27][CH2:26][C:25](=O)[CH2:24][CH2:23]2)[CH2:21][CH2:20][CH2:19]1)([CH3:14])([CH3:13])[CH3:12].C(O)(=O)C.C(O[BH-](OC(=O)C)OC(=O)C)(=O)C.[Na+].